This data is from Forward reaction prediction with 1.9M reactions from USPTO patents (1976-2016). The task is: Predict the product of the given reaction. (1) Given the reactants C1C=CC2N(O)N=[N:7]C=2C=1.CCN=C=NCCCN(C)C.Cl.Cl.CCN(C(C)C)C(C)C.[C:33]([O:37][C:38]([N:40]1[CH2:45][CH2:44][CH:43]([C:46]2[CH:51]=[CH:50][C:49]([NH:52][C:53]3[N:58]=[C:57]([CH2:59][CH2:60][C:61]4[CH:66]=[CH:65][CH:64]=[CH:63][C:62]=4[C:67]4([C:70]([OH:72])=O)[CH2:69][CH2:68]4)[C:56]([C:73]([F:76])([F:75])[F:74])=[CH:55][N:54]=3)=[CH:48][CH:47]=2)[CH2:42][CH2:41]1)=[O:39])([CH3:36])([CH3:35])[CH3:34].C(=O)([O-])[O-].[NH4+].[NH4+], predict the reaction product. The product is: [C:70]([C:67]1([C:62]2[CH:63]=[CH:64][CH:65]=[CH:66][C:61]=2[CH2:60][CH2:59][C:57]2[C:56]([C:73]([F:75])([F:74])[F:76])=[CH:55][N:54]=[C:53]([NH:52][C:49]3[CH:48]=[CH:47][C:46]([CH:43]4[CH2:44][CH2:45][N:40]([C:38]([O:37][C:33]([CH3:35])([CH3:34])[CH3:36])=[O:39])[CH2:41][CH2:42]4)=[CH:51][CH:50]=3)[N:58]=2)[CH2:68][CH2:69]1)(=[O:72])[NH2:7]. (2) Given the reactants [C:1]1([N:7]2[C:11]3[CH:12]=[CH:13][CH:14]=[CH:15][C:10]=3[N:9]=[C:8]2[C:16]2[CH:21]=[CH:20][C:19](B3OC(C)(C)C(C)(C)O3)=[CH:18][N:17]=2)[CH:6]=[CH:5][CH:4]=[CH:3][CH:2]=1.I[C:32]1[CH:37]=[CH:36][C:35]([Br:38])=[CH:34][N:33]=1.C([O-])([O-])=O.[K+].[K+], predict the reaction product. The product is: [Br:38][C:35]1[CH:36]=[CH:37][C:32]([C:19]2[CH:18]=[N:17][C:16]([C:8]3[N:7]([C:1]4[CH:2]=[CH:3][CH:4]=[CH:5][CH:6]=4)[C:11]4[CH:12]=[CH:13][CH:14]=[CH:15][C:10]=4[N:9]=3)=[CH:21][CH:20]=2)=[N:33][CH:34]=1. (3) Given the reactants Br[C:2]1[C:15]2[C:16]3=[C:17]4[C:12](=[CH:13][CH:14]=2)[CH:11]=[CH:10][CH:9]=[C:8]4[CH:7]=[CH:6][C:5]3=[CH:4][CH:3]=1.[C:18]1(B(O)O)[CH:23]=[CH:22][CH:21]=[CH:20][CH:19]=1.C(=O)([O-])[O-].[Cs+].[Cs+], predict the reaction product. The product is: [C:18]1([C:9]2[C:8]3[C:17]4=[C:16]5[C:5](=[CH:6][CH:7]=3)[CH:4]=[CH:3][CH:2]=[C:15]5[CH:14]=[CH:13][C:12]4=[CH:11][CH:10]=2)[CH:23]=[CH:22][CH:21]=[CH:20][CH:19]=1. (4) Given the reactants [CH:1]1([NH:6][C:7]2[N:15]=[CH:14][N:13]=[C:12]3[C:8]=2[N:9]=[CH:10][N:11]3[C@H:16]2[CH:20]([OH:21])[C@H:19]([OH:22])[C@@H:18]([CH2:23][C:24]#[CH:25])[O:17]2)[CH2:5][CH2:4][CH2:3][CH2:2]1.[F:26][C:27]1[CH:32]=[CH:31][CH:30]=[CH:29][C:28]=1I.CCN(CC)CC, predict the reaction product. The product is: [CH:1]1([NH:6][C:7]2[N:15]=[CH:14][N:13]=[C:12]3[C:8]=2[N:9]=[CH:10][N:11]3[C@H:16]2[C@H:20]([OH:21])[C@H:19]([OH:22])[C@@H:18]([CH2:23][C:24]#[C:25][C:28]3[CH:29]=[CH:30][CH:31]=[CH:32][C:27]=3[F:26])[O:17]2)[CH2:2][CH2:3][CH2:4][CH2:5]1. (5) Given the reactants C(OC([N:8]1[CH2:13][CH2:12][C@:11]([OH:27])([C:14]2[C:15]([CH3:26])=[N:16][C:17]([CH2:20][O:21][CH2:22][CH2:23][O:24][CH3:25])=[CH:18][CH:19]=2)[C@@H:10]([O:28][CH2:29][C:30]2[CH:31]=[CH:32][C:33]3[O:38][CH2:37][C:36](=O)[N:35]([CH2:40][CH2:41][CH2:42][O:43][CH3:44])[C:34]=3[CH:45]=2)[CH2:9]1)=O)(C)(C)C.B.C1COCC1.CO, predict the reaction product. The product is: [CH3:25][O:24][CH2:23][CH2:22][O:21][CH2:20][C:17]1[N:16]=[C:15]([CH3:26])[C:14]([C@@:11]2([OH:27])[CH2:12][CH2:13][NH:8][CH2:9][C@@H:10]2[O:28][CH2:29][C:30]2[CH:31]=[CH:32][C:33]3[O:38][CH2:37][CH2:36][N:35]([CH2:40][CH2:41][CH2:42][O:43][CH3:44])[C:34]=3[CH:45]=2)=[CH:19][CH:18]=1. (6) The product is: [C:7]1([S:13]([CH2:16][CH2:17][CH2:18][C:19]2[N:47]([CH2:43][CH2:44][CH2:45][CH3:46])[N:48]=[C:23]([C:22]([O:29][CH2:30][CH3:31])=[O:28])[CH:20]=2)(=[O:15])=[O:14])[CH:12]=[CH:11][CH:10]=[CH:9][CH:8]=1. Given the reactants CC(C)([O-])C.[Na+].[C:7]1([S:13]([CH2:16][CH2:17][CH2:18][C:19](=O)[CH3:20])(=[O:15])=[O:14])[CH:12]=[CH:11][CH:10]=[CH:9][CH:8]=1.[C:22]([O:29][CH2:30][CH3:31])(=[O:28])[C:23](OCC)=O.C([O-])(=O)C.[K+].C(O)(=O)C(O)=O.[CH2:43]([NH:47][NH2:48])[CH2:44][CH2:45][CH3:46], predict the reaction product. (7) Given the reactants Br[C:2]1[S:6][C:5]([CH2:7][N:8]([CH3:16])[C:9](=[O:15])[O:10][C:11]([CH3:14])([CH3:13])[CH3:12])=[CH:4][C:3]=1[S:17]([C:20]1[CH:21]=[N:22][CH:23]=[CH:24][CH:25]=1)(=[O:19])=[O:18].[F:26][C:27]1[CH:32]=[CH:31][CH:30]=[CH:29][C:28]=1B(O)O.C(=O)([O-])[O-].[Na+].[Na+].COCCOC, predict the reaction product. The product is: [F:26][C:27]1[CH:32]=[CH:31][CH:30]=[CH:29][C:28]=1[C:2]1[S:6][C:5]([CH2:7][N:8]([CH3:16])[C:9](=[O:15])[O:10][C:11]([CH3:14])([CH3:13])[CH3:12])=[CH:4][C:3]=1[S:17]([C:20]1[CH:21]=[N:22][CH:23]=[CH:24][CH:25]=1)(=[O:19])=[O:18].